Dataset: Experimentally validated miRNA-target interactions with 360,000+ pairs, plus equal number of negative samples. Task: Binary Classification. Given a miRNA mature sequence and a target amino acid sequence, predict their likelihood of interaction. The miRNA is hsa-miR-6858-3p with sequence CAGCCAGCCCCUGCUCACCCCU. The protein sequence of the target gene is MAELKYISGFGNECSSEDPRCPGSLPEGQNNPQVCPYNLYAEQLSGSAFTCPRSTNKRSWLYRILPSVSHKPFESIDEGQVTHNWDEVDPDPNQLRWKPFEIPKASQKKVDFVSGLHTLCGAGDIKSNNGLAIHIFLCNTSMENRCFYNSDGDFLIVPQKGNLLIYTEFGKMLVQPNEICVIQRGMRFSIDVFEETRGYILEVYGVHFELPDLGPIGANGLANPRDFLIPIAWYEDRQVPGGYTVINKYQGKLFAAKQDVSPFNVVAWHGNYTPYKYNLKNFMVINSVAFDHADPSIFTV.... Result: 0 (no interaction).